This data is from Forward reaction prediction with 1.9M reactions from USPTO patents (1976-2016). The task is: Predict the product of the given reaction. (1) Given the reactants [CH2:1]([C:3]1([CH2:10][OH:11])[CH2:8][CH2:7][N:6]([CH3:9])[CH2:5][CH2:4]1)[CH3:2].[H-].[Na+].Cl[C:15]1[C:23]2[C:22]3[CH:24]=[C:25]([C:28]#[N:29])[N:26]=[CH:27][C:21]=3[N:20](COCC[Si](C)(C)C)[C:19]=2[N:18]=[CH:17][CH:16]=1, predict the reaction product. The product is: [CH2:1]([C:3]1([CH2:10][O:11][C:15]2[C:23]3[C:22]4[CH:24]=[C:25]([C:28]#[N:29])[N:26]=[CH:27][C:21]=4[NH:20][C:19]=3[N:18]=[CH:17][CH:16]=2)[CH2:8][CH2:7][N:6]([CH3:9])[CH2:5][CH2:4]1)[CH3:2]. (2) Given the reactants [Br:1][C:2]1[CH:3]=[CH:4][C:5]([C:9]([OH:11])=[O:10])=[N:6][C:7]=1Cl.[CH3:12][CH:13]([CH3:16])[CH2:14][SH:15].C(=O)([O-])[O-].[Cs+].[Cs+].Cl, predict the reaction product. The product is: [Br:1][C:2]1[CH:3]=[CH:4][C:5]([C:9]([OH:11])=[O:10])=[N:6][C:7]=1[S:15][CH2:14][CH:13]([CH3:16])[CH3:12]. (3) The product is: [CH2:11]([N:7]1[C:8]2[C:4](=[CH:3][C:2]([Br:1])=[CH:10][CH:9]=2)[CH:5]=[C:6]1[CH2:18][OH:19])[C:12]1[CH:13]=[CH:14][CH:15]=[CH:16][CH:17]=1. Given the reactants [Br:1][C:2]1[CH:3]=[C:4]2[C:8](=[CH:9][CH:10]=1)[N:7]([CH2:11][C:12]1[CH:17]=[CH:16][CH:15]=[CH:14][CH:13]=1)[C:6]([C:18](OCC)=[O:19])=[CH:5]2.[H-].[Al+3].[Li+].[H-].[H-].[H-], predict the reaction product. (4) Given the reactants [CH3:1][O:2][C:3]1[CH:11]=[C:10]2[C:6]([CH:7]=[C:8]([C:12]([OH:14])=O)[NH:9]2)=[CH:5][CH:4]=1.[NH3:15], predict the reaction product. The product is: [CH3:1][O:2][C:3]1[CH:11]=[C:10]2[C:6]([CH:7]=[C:8]([C:12]([NH:15][C@@H:7]3[CH2:6][CH2:10][NH:9][CH2:8]3)=[O:14])[NH:9]2)=[CH:5][CH:4]=1.